The task is: Regression. Given two drug SMILES strings and cell line genomic features, predict the synergy score measuring deviation from expected non-interaction effect.. This data is from NCI-60 drug combinations with 297,098 pairs across 59 cell lines. Drug 1: CC(C1=C(C=CC(=C1Cl)F)Cl)OC2=C(N=CC(=C2)C3=CN(N=C3)C4CCNCC4)N. Drug 2: C1=CC=C(C(=C1)C(C2=CC=C(C=C2)Cl)C(Cl)Cl)Cl. Cell line: SF-295. Synergy scores: CSS=15.4, Synergy_ZIP=-0.332, Synergy_Bliss=3.31, Synergy_Loewe=-36.6, Synergy_HSA=2.41.